Dataset: Catalyst prediction with 721,799 reactions and 888 catalyst types from USPTO. Task: Predict which catalyst facilitates the given reaction. (1) Reactant: [F:1][C:2]1[CH:3]=[C:4]([CH:20]=[CH:21][C:22]=1[NH:23][C:24]([NH:26][C:27]1[CH:32]=[C:31]([CH3:33])[CH:30]=[CH:29][C:28]=1[F:34])=[O:25])[O:5][C:6]1[CH:11]=[CH:10][N:9]=[C:8]([C:12]2[NH:16][CH:15]=[C:14]([C:17](O)=[O:18])[CH:13]=2)[CH:7]=1.CN(C(ON1N=NC2C=CC=NC1=2)=[N+](C)C)C.F[P-](F)(F)(F)(F)F.C(N(CC)C(C)C)(C)C.[C:68]([NH:75][CH2:76][CH2:77][CH2:78][NH2:79])([O:70][C:71]([CH3:74])([CH3:73])[CH3:72])=[O:69].Cl. Product: [F:1][C:2]1[CH:3]=[C:4]([CH:20]=[CH:21][C:22]=1[NH:23][C:24]([NH:26][C:27]1[CH:32]=[C:31]([CH3:33])[CH:30]=[CH:29][C:28]=1[F:34])=[O:25])[O:5][C:6]1[CH:11]=[CH:10][N:9]=[C:8]([C:12]2[NH:16][CH:15]=[C:14]([C:17]([NH:79][CH2:78][CH2:77][CH2:76][NH:75][C:68](=[O:69])[O:70][C:71]([CH3:72])([CH3:73])[CH3:74])=[O:18])[CH:13]=2)[CH:7]=1. The catalyst class is: 18. (2) Reactant: [NH2:1][C:2]1[CH:25]=[CH:24][CH:23]=[CH:22][C:3]=1[NH:4][C:5]([C@@H:7]1[CH2:11][C:10](=[N:12][O:13][CH3:14])[CH2:9][N:8]1[C:15]([O:17][C:18]([CH3:21])([CH3:20])[CH3:19])=[O:16])=O.C(=O)(O)[O-].[Na+]. Product: [NH:4]1[C:3]2[CH:22]=[CH:23][CH:24]=[CH:25][C:2]=2[N:1]=[C:5]1[C@@H:7]1[CH2:11][C:10](=[N:12][O:13][CH3:14])[CH2:9][N:8]1[C:15]([O:17][C:18]([CH3:21])([CH3:20])[CH3:19])=[O:16]. The catalyst class is: 411. (3) Product: [O:11]=[C:2]1[NH:3][C:4]2[N:5]=[CH:6][N:7]([CH2:15][C:16]([OH:18])=[O:17])[C:8]=2[C:9](=[O:10])[NH:1]1. Reactant: [NH:1]1[C:9](=[O:10])[C:8]2[NH:7][CH:6]=[N:5][C:4]=2[NH:3][C:2]1=[O:11].[OH-].[Na+].Cl[CH2:15][C:16]([OH:18])=[O:17]. The catalyst class is: 6. (4) Reactant: [Br:1][C:2]1[CH:11]=[CH:10][C:5]([C:6]([O:8]C)=O)=[C:4]([CH2:12]Br)[CH:3]=1.[NH2:14][CH2:15][CH2:16][NH:17][C:18](=[O:24])[O:19][C:20]([CH3:23])([CH3:22])[CH3:21]. Product: [Br:1][C:2]1[CH:3]=[C:4]2[C:5](=[CH:10][CH:11]=1)[C:6](=[O:8])[N:14]([CH2:15][CH2:16][NH:17][C:18](=[O:24])[O:19][C:20]([CH3:22])([CH3:21])[CH3:23])[CH2:12]2. The catalyst class is: 5.